This data is from Forward reaction prediction with 1.9M reactions from USPTO patents (1976-2016). The task is: Predict the product of the given reaction. The product is: [CH3:12][C:5]1([CH3:13])[C:4]2[C:8](=[CH:9][CH:10]=[C:2]([O:1][S:23]([C:22]([F:35])([F:34])[F:21])(=[O:25])=[O:24])[CH:3]=2)[C:7](=[O:11])[O:6]1. Given the reactants [OH:1][C:2]1[CH:3]=[C:4]2[C:8](=[CH:9][CH:10]=1)[C:7](=[O:11])[O:6][C:5]2([CH3:13])[CH3:12].C(N(CC)CC)C.[F:21][C:22]([F:35])([F:34])[S:23](O[S:23]([C:22]([F:35])([F:34])[F:21])(=[O:25])=[O:24])(=[O:25])=[O:24].Cl, predict the reaction product.